This data is from Forward reaction prediction with 1.9M reactions from USPTO patents (1976-2016). The task is: Predict the product of the given reaction. (1) Given the reactants [CH3:1][N:2]([C:20]1[CH:21]=[CH:22][CH:23]=[CH:24][N:25]=1)[CH2:3][CH2:4][O:5][C:6]1[CH:7]=[CH:8][C:9](CC2SC(=O)NC2=O)=[CH:10][CH:11]=1.ClC1C=CC=CN=1.CNC[CH2:36][OH:37].FC1C=CC(C=O)=CC=1.[H-].[Na+], predict the reaction product. The product is: [CH3:1][N:2]([CH2:3][CH2:4][O:5][C:6]1[CH:11]=[CH:10][CH:9]=[CH:8][C:7]=1[CH:36]=[O:37])[C:20]1[CH:21]=[CH:22][CH:23]=[CH:24][N:25]=1. (2) Given the reactants Br[CH:2]([CH3:4])[CH3:3].[Br:5][C:6]1[CH:11]=[CH:10][C:9]([OH:12])=[CH:8][N:7]=1.C(=O)([O-])[O-].[K+].[K+].O, predict the reaction product. The product is: [Br:5][C:6]1[CH:11]=[CH:10][C:9]([O:12][CH:2]([CH3:4])[CH3:3])=[CH:8][N:7]=1. (3) Given the reactants [CH:1]1[C:14]2[CH2:13][CH2:12][C:11]3[C:6](=[CH:7][CH:8]=[CH:9][CH:10]=3)[C:5]=2[CH:4]=[CH:3][CH:2]=1.[N+:15]([O-])([OH:17])=[O:16].O, predict the reaction product. The product is: [N+:15]([C:9]1[CH:8]=[CH:7][C:6]2[C:5]3[C:14](=[CH:1][CH:2]=[CH:3][CH:4]=3)[CH2:13][CH2:12][C:11]=2[CH:10]=1)([O-:17])=[O:16]. (4) The product is: [O:29]([CH2:28][C:27]([N:22]1[CH2:23][CH2:24][CH2:25][CH2:26][C@@H:21]1[C:19]1[O:18][N:17]=[C:16]([C:13]2[CH:14]=[CH:15][C:10]([C:9]([OH:37])=[O:8])=[CH:11][CH:12]=2)[N:20]=1)=[O:36])[C:30]1[CH:35]=[CH:34][CH:33]=[CH:32][CH:31]=1. Given the reactants C([O:8][C:9](=[O:37])[C:10]1[CH:15]=[CH:14][C:13]([C:16]2[N:20]=[C:19]([C@H:21]3[CH2:26][CH2:25][CH2:24][CH2:23][N:22]3[C:27](=[O:36])[CH2:28][O:29][C:30]3[CH:35]=[CH:34][CH:33]=[CH:32][CH:31]=3)[O:18][N:17]=2)=[CH:12][CH:11]=1)C1C=CC=CC=1, predict the reaction product. (5) The product is: [O-2:14].[Zn+2:2].[CH3:6][C:4]([C:7]1[CH:8]=[CH:9][C:10]([C:13]([CH2:15][C:16]([C:18]2[CH:19]=[CH:20][C:21]([O:24][CH3:25])=[CH:22][CH:23]=2)=[O:17])=[O:14])=[CH:11][CH:12]=1)([CH3:3])[CH3:5]. Given the reactants [O-2].[Zn+2:2].[CH3:3][C:4]([C:7]1[CH:8]=[CH:9][C:10]([C:13]([CH2:15][C:16]([C:18]2[CH:19]=[CH:20][C:21]([O:24][CH3:25])=[CH:22][CH:23]=2)=[O:17])=[O:14])=[CH:11][CH:12]=1)([CH3:6])[CH3:5], predict the reaction product.